Dataset: Experimentally validated miRNA-target interactions with 360,000+ pairs, plus equal number of negative samples. Task: Binary Classification. Given a miRNA mature sequence and a target amino acid sequence, predict their likelihood of interaction. (1) The miRNA is hsa-miR-8062 with sequence CAGUGAUUUGAGGAUUAUUGC. The protein sequence of the target gene is MDGVTPTLSTIRGRTLESSTLHVTPRSLDRNKDQITNIFSGFAGLLAILLVVAVFCILWNWNKRKKRQVPYLRVTVMPLLTLPQTRQRAKNIYDILPWRQEDLGRHESRSMRIFSTESLLSRNSESPEHVPSQAGNAFQEHTAHIHATEYAVGIYDNAMVPQMCGNLTPSAHCINVRASRDCASISSEDSHDYVNVPTAEEIAETLASTKSPSRNLFVLPSTQKLEFTEERDEGCGDAGDCTSLYSPGAEDSDSLSNGEGSSQISNDYVNMTGLDLSAIQERQLWVAFQCCRDYENVPAA.... Result: 1 (interaction). (2) The miRNA is mmu-miR-340-3p with sequence UCCGUCUCAGUUACUUUAUAGC. The protein sequence of the target gene is MSSSPLSKKRRVSGPDPKPGSNCSPAQSALSEVSSVPTNGMAKNGSEADIDESLYSRQLYVLGHEAMKMLQTSSVLVSGLRGLGVEIAKNIILGGVKAVTLHDQGTTQWADLSSQFYLREEDIGKNRAEVSQPRLAELNSYVPVTAYTGPLVEDFLSSFQVVVLTNSPLEAQLRVGEFCHSRGIKLVVADTRGLFGQLFCDFGEEMVLTDSNGEQPLSAMVSMVTKDNPGVVTCLDEARHGFETGDFVSFSEVQGMIQLNGCQPMEIKVLGPYTFSICDTSNFSDYIRGGIVSQVKVPKK.... Result: 1 (interaction).